From a dataset of Forward reaction prediction with 1.9M reactions from USPTO patents (1976-2016). Predict the product of the given reaction. Given the reactants [H-].[Na+].Cl.[NH2:4][C:5]([NH2:7])=[NH:6].[C:8]([O:12][C:13](=[O:33])[CH:14]([CH:30]([CH3:32])[CH3:31])[NH:15][C:16]([C:18]1[CH:27]=[C:26]2[C:21]([C:22]([Cl:29])=[CH:23][N:24]=[C:25]2Cl)=[CH:20][CH:19]=1)=[O:17])([CH3:11])([CH3:10])[CH3:9].O, predict the reaction product. The product is: [C:8]([O:12][C:13](=[O:33])[CH:14]([CH:30]([CH3:31])[CH3:32])[NH:15][C:16]([C:18]1[CH:27]=[C:26]2[C:21]([C:22]([Cl:29])=[CH:23][N:24]=[C:25]2[NH:6][C:5]([NH2:7])=[NH:4])=[CH:20][CH:19]=1)=[O:17])([CH3:11])([CH3:10])[CH3:9].